This data is from NCI-60 drug combinations with 297,098 pairs across 59 cell lines. The task is: Regression. Given two drug SMILES strings and cell line genomic features, predict the synergy score measuring deviation from expected non-interaction effect. Drug 1: CC12CCC3C(C1CCC2O)C(CC4=C3C=CC(=C4)O)CCCCCCCCCS(=O)CCCC(C(F)(F)F)(F)F. Drug 2: CC1=C(C(=O)C2=C(C1=O)N3CC4C(C3(C2COC(=O)N)OC)N4)N. Cell line: NCIH23. Synergy scores: CSS=54.3, Synergy_ZIP=-1.63, Synergy_Bliss=-2.28, Synergy_Loewe=-12.8, Synergy_HSA=0.710.